From a dataset of Reaction yield outcomes from USPTO patents with 853,638 reactions. Predict the reaction yield, written as a fraction of the theoretical maximum amount of product (1.0 means a 100% yield; for example, 0.34 means a 34% yield). (1) The reactants are CS(O)(=O)=O.[NH2:6][CH2:7][C:8]1[CH:9]=[C:10]2[C:14](=[CH:15][CH:16]=1)[C:13](=[O:17])[N:12]([CH:18]1[CH2:23][CH2:22][C:21](=[O:24])[NH:20][C:19]1=[O:25])[CH2:11]2.C1N=CN([C:31](N2C=NC=C2)=[O:32])C=1.[NH:38]1[C:42]2[CH:43]=[CH:44][CH:45]=[CH:46][C:41]=2[N:40]=[C:39]1[C:47]1[CH:48]=[C:49]([NH2:54])[CH:50]=[CH:51][C:52]=1[Cl:53].O. The catalyst is CN(C=O)C.CCOCC. The product is [NH:38]1[C:42]2[CH:43]=[CH:44][CH:45]=[CH:46][C:41]=2[N:40]=[C:39]1[C:47]1[CH:48]=[C:49]([NH:54][C:31]([NH:6][CH2:7][C:8]2[CH:9]=[C:10]3[C:14](=[CH:15][CH:16]=2)[C:13](=[O:17])[N:12]([CH:18]2[CH2:23][CH2:22][C:21](=[O:24])[NH:20][C:19]2=[O:25])[CH2:11]3)=[O:32])[CH:50]=[CH:51][C:52]=1[Cl:53]. The yield is 0.220. (2) The reactants are [C:1]([C:5]1[CH:6]=[C:7]([CH:17]([O:20][Si](C)(C)C)[C:18]#N)[N:8]([C:10]2[CH:15]=[CH:14][C:13]([CH3:16])=[CH:12][CH:11]=2)[N:9]=1)([CH3:4])([CH3:3])[CH3:2].Cl.[OH-:26].[K+].[OH2:28]. No catalyst specified. The product is [C:1]([C:5]1[CH:6]=[C:7]([CH:17]([OH:20])[C:18]([OH:28])=[O:26])[N:8]([C:10]2[CH:15]=[CH:14][C:13]([CH3:16])=[CH:12][CH:11]=2)[N:9]=1)([CH3:4])([CH3:3])[CH3:2]. The yield is 0.600.